This data is from Full USPTO retrosynthesis dataset with 1.9M reactions from patents (1976-2016). The task is: Predict the reactants needed to synthesize the given product. (1) Given the product [Cl:1][C:2]1[CH:3]=[CH:4][C:5]([C:8]2[S:9][C:10]([CH2:14][O:15][CH2:16][CH:17]3[CH2:22][CH2:21][CH2:20][N:19]([C:23]4[CH:30]=[CH:29][CH:28]=[CH:27][C:24]=4[C:25]([O:33][CH3:32])=[O:26])[CH2:18]3)=[C:11]([CH3:13])[N:12]=2)=[CH:6][CH:7]=1, predict the reactants needed to synthesize it. The reactants are: [Cl:1][C:2]1[CH:7]=[CH:6][C:5]([C:8]2[S:9][C:10]([CH2:14][O:15][CH2:16][CH:17]3[CH2:22][CH2:21][CH2:20][N:19]([C:23]4[CH:30]=[CH:29][CH:28]=[CH:27][C:24]=4[CH:25]=[O:26])[CH2:18]3)=[C:11]([CH3:13])[N:12]=2)=[CH:4][CH:3]=1.[Na].[C:32](=O)(O)[O-:33].[Na+]. (2) Given the product [OH:29][C@@:22]1([C:20]#[C:21][C:2]2[CH:19]=[CH:18][C:5]3[CH:6]4[CH2:17][CH:8]([C:9]5[S:13][C:12]([C:14]([NH2:16])=[O:15])=[N:11][C:10]=5[C:4]=3[CH:3]=2)[CH2:7]4)[CH2:26][CH2:25][N:24]([CH3:27])[C:23]1=[O:28], predict the reactants needed to synthesize it. The reactants are: Br[C:2]1[CH:19]=[CH:18][C:5]2[CH:6]3[CH2:17][CH:8]([C:9]4[S:13][C:12]([C:14]([NH2:16])=[O:15])=[N:11][C:10]=4[C:4]=2[CH:3]=1)[CH2:7]3.[C:20]([C@:22]1([OH:29])[CH2:26][CH2:25][N:24]([CH3:27])[C:23]1=[O:28])#[CH:21]. (3) The reactants are: [N:1]1[C:2]([C:10]2[CH:11]=[C:12]([CH:15]=[CH:16][CH:17]=2)[C:13]#[N:14])=[CH:3][N:4]2[C:9]=1[CH:8]=[CH:7][CH:6]=[N:5]2.NO.Cl.CC[N:23](CC)CC.[Cl:28][CH2:29][C:30](Cl)=[O:31]. Given the product [Cl:28][CH2:29][C:30]1[O:31][N:23]=[C:13]([C:12]2[CH:11]=[C:10]([C:2]3[N:1]=[C:9]4[CH:8]=[CH:7][CH:6]=[N:5][N:4]4[CH:3]=3)[CH:17]=[CH:16][CH:15]=2)[N:14]=1, predict the reactants needed to synthesize it. (4) Given the product [NH2:8][C:4]1[C:3]([N+:9]([O-:11])=[O:10])=[C:2]([C:18]2[CH:19]=[CH:20][C:15]([C:13]#[N:14])=[CH:16][CH:17]=2)[CH:7]=[CH:6][N:5]=1, predict the reactants needed to synthesize it. The reactants are: Cl[C:2]1[CH:7]=[CH:6][N:5]=[C:4]([NH2:8])[C:3]=1[N+:9]([O-:11])=[O:10].O.[C:13]([C:15]1[CH:20]=[CH:19][C:18](B(O)O)=[CH:17][CH:16]=1)#[N:14].C(=O)([O-])[O-].[K+].[K+].